This data is from Forward reaction prediction with 1.9M reactions from USPTO patents (1976-2016). The task is: Predict the product of the given reaction. Given the reactants [Br:1][C:2]1[CH:3]=[C:4]2[C:9](=[CH:10][CH:11]=1)[C:8](Cl)=[C:7]([OH:13])[CH:6]=[CH:5]2.Br[C:15]1C=C2C(=CC=1)C=C(O)C=C2.CNC.C=O, predict the reaction product. The product is: [Br:1][C:2]1[CH:3]=[C:4]2[C:9](=[CH:10][CH:11]=1)[C:8]([CH3:15])=[C:7]([OH:13])[CH:6]=[CH:5]2.